From a dataset of Reaction yield outcomes from USPTO patents with 853,638 reactions. Predict the reaction yield, written as a fraction of the theoretical maximum amount of product (1.0 means a 100% yield; for example, 0.34 means a 34% yield). (1) The reactants are [C:1]([NH:4][C:5]1[CH:13]=[CH:12][C:8]([C:9]([OH:11])=O)=[CH:7][CH:6]=1)(=[O:3])[CH3:2].C(Cl)(=O)C(Cl)=O.[C:20]([O:24][C:25](=[O:43])[NH:26][C:27]1[CH:32]=[CH:31][C:30]([NH:33][C:34]2[S:35][C:36]([NH2:42])=[C:37]([C:39](=[O:41])[NH2:40])[N:38]=2)=[CH:29][CH:28]=1)([CH3:23])([CH3:22])[CH3:21]. The catalyst is C1COCC1.N1C=CC=CC=1. The product is [C:20]([O:24][C:25](=[O:43])[NH:26][C:27]1[CH:28]=[CH:29][C:30]([NH:33][C:34]2[S:35][C:36]([NH:42][C:9](=[O:11])[C:8]3[CH:7]=[CH:6][C:5]([NH:4][C:1](=[O:3])[CH3:2])=[CH:13][CH:12]=3)=[C:37]([C:39](=[O:41])[NH2:40])[N:38]=2)=[CH:31][CH:32]=1)([CH3:23])([CH3:21])[CH3:22]. The yield is 0.210. (2) The reactants are [NH2:1][C:2]1[CH:33]=[CH:32][C:5]([C:6]([NH:8][C@H:9]2[CH2:14][CH2:13][CH2:12][C@@H:11]([NH:15][C:16]3[N:21]=[C:20]([C:22]4[C:30]5[C:25](=[CH:26][CH:27]=[CH:28][CH:29]=5)[NH:24][CH:23]=4)[C:19]([Cl:31])=[CH:18][N:17]=3)[CH2:10]2)=[O:7])=[CH:4][C:3]=1[F:34].C[CH2:36][N:37]([CH:41]([CH3:43])C)[CH:38](C)C.BrC/C=[CH:47]/[C:48](Cl)=[O:49].C(Cl)Cl.CNC.C1COCC1. The catalyst is CN1C(=O)CCC1.C1COCC1. The product is [Cl:31][C:19]1[C:20]([C:22]2[C:30]3[C:25](=[CH:26][CH:27]=[CH:28][CH:29]=3)[NH:24][CH:23]=2)=[N:21][C:16]([NH:15][C@@H:11]2[CH2:12][CH2:13][CH2:14][C@H:9]([NH:8][C:6](=[O:7])[C:5]3[CH:32]=[CH:33][C:2]([NH:1][C:48](=[O:49])/[CH:47]=[CH:43]/[CH2:41][N:37]([CH3:36])[CH3:38])=[C:3]([F:34])[CH:4]=3)[CH2:10]2)=[N:17][CH:18]=1. The yield is 0.220. (3) The reactants are [CH2:1]([N:4]1[C:12]2[C:7](=[CH:8][CH:9]=[C:10]([C:13]([O:15][CH3:16])=[O:14])[CH:11]=2)[C:6]([CH:17]2[CH2:22][CH2:21][CH2:20][CH2:19][CH2:18]2)=[C:5]1[C:23]1[CH:28]=[CH:27][CH:26]=[CH:25][C:24]=1[CH:29]=[CH2:30])C=C.CCN(CC)CC. The catalyst is C(Cl)Cl. The product is [CH:17]1([C:6]2[C:7]3[CH:8]=[CH:9][C:10]([C:13]([O:15][CH3:16])=[O:14])=[CH:11][C:12]=3[N:4]3[CH2:1][CH:30]=[CH:29][C:24]4[CH:25]=[CH:26][CH:27]=[CH:28][C:23]=4[C:5]=23)[CH2:22][CH2:21][CH2:20][CH2:19][CH2:18]1. The yield is 0.840. (4) The reactants are [CH2:1]([N:8]1[CH2:15][C@:14]2([O:16][CH3:17])[C@@H:10]([CH2:11][NH:12][CH2:13]2)[CH2:9]1)[C:2]1[CH:7]=[CH:6][CH:5]=[CH:4][CH:3]=1.[CH3:18][C:19]([O:22][C:23](O[C:23]([O:22][C:19]([CH3:21])([CH3:20])[CH3:18])=[O:24])=[O:24])([CH3:21])[CH3:20].CCN(CC)CC. The catalyst is CC#N.CN(C1C=CN=CC=1)C. The product is [CH2:1]([N:8]1[CH2:15][C@:14]2([O:16][CH3:17])[CH2:13][N:12]([C:23]([O:22][C:19]([CH3:21])([CH3:20])[CH3:18])=[O:24])[CH2:11][C@@H:10]2[CH2:9]1)[C:2]1[CH:3]=[CH:4][CH:5]=[CH:6][CH:7]=1. The yield is 0.260. (5) The reactants are [Br:1][C:2]1[CH:3]=[C:4]2[C:8](=[CH:9][C:10]=1[N+:11]([O-:13])=[O:12])[NH:7][CH2:6][CH2:5]2.C(C1C(=O)C(Cl)=C(Cl)C(=O)C=1C#N)#N. The catalyst is O1CCOCC1. The product is [Br:1][C:2]1[CH:3]=[C:4]2[C:8](=[CH:9][C:10]=1[N+:11]([O-:13])=[O:12])[NH:7][CH:6]=[CH:5]2. The yield is 0.380. (6) The reactants are Cl[C:2]1[N:7]=[C:6]([C:8]2[C:9]([C:17]3[CH:18]=[C:19]([NH:23][C:24](=[O:33])[C:25]4[C:30]([F:31])=[CH:29][CH:28]=[CH:27][C:26]=4[F:32])[CH:20]=[CH:21][CH:22]=3)=[N:10][N:11]3[CH:16]=[CH:15][CH:14]=[CH:13][C:12]=23)[CH:5]=[CH:4][N:3]=1.C[N:35]1[CH2:44][CH2:43][C:42]2[C:37](=[CH:38][C:39]([NH2:45])=[CH:40][CH:41]=2)[CH2:36]1. The catalyst is CC(O)C.Cl. The product is [NH2:35][CH:44]1[CH2:36][C:37]2[C:42](=[CH:41][CH:40]=[C:39]([NH:45][C:2]3[N:7]=[C:6]([C:8]4[C:9]([C:17]5[CH:18]=[C:19]([NH:23][C:24](=[O:33])[C:25]6[C:30]([F:31])=[CH:29][CH:28]=[CH:27][C:26]=6[F:32])[CH:20]=[CH:21][CH:22]=5)=[N:10][N:11]5[CH:16]=[CH:15][CH:14]=[CH:13][C:12]=45)[CH:5]=[CH:4][N:3]=3)[CH:38]=2)[CH2:43]1. The yield is 0.590.